From a dataset of Full USPTO retrosynthesis dataset with 1.9M reactions from patents (1976-2016). Predict the reactants needed to synthesize the given product. (1) Given the product [Cl:23][C:22]1[C:16]2[O:15][CH2:14][C@H:13]([CH2:12][NH:29][CH3:28])[O:18][C:17]=2[CH:19]=[C:20]([S:24]([CH3:27])(=[O:26])=[O:25])[CH:21]=1, predict the reactants needed to synthesize it. The reactants are: CC1C=CC(S(O[CH2:12][C@@H:13]2[O:18][C:17]3[CH:19]=[C:20]([S:24]([CH3:27])(=[O:26])=[O:25])[CH:21]=[C:22]([Cl:23])[C:16]=3[O:15][CH2:14]2)(=O)=O)=CC=1.[CH3:28][NH2:29]. (2) Given the product [CH2:18]([O:10][C:9](=[O:11])[CH2:8][C:5]1[CH:4]=[CH:3][C:2]([O:1][CH2:8][C:5]2[CH:6]=[CH:7][CH:2]=[CH:3][CH:4]=2)=[CH:7][CH:6]=1)[C:19]1[CH:24]=[CH:23][CH:22]=[CH:21][CH:20]=1, predict the reactants needed to synthesize it. The reactants are: [OH:1][C:2]1[CH:7]=[CH:6][C:5]([CH2:8][C:9]([OH:11])=[O:10])=[CH:4][CH:3]=1.C([O-])([O-])=O.[Cs+].[Cs+].[CH2:18](Br)[C:19]1[CH:24]=[CH:23][CH:22]=[CH:21][CH:20]=1. (3) Given the product [BrH:1].[NH2:13][C:11]1[S:12][CH:2]=[C:3]([C:4]([O:6][CH2:7][CH3:8])=[O:5])[N:10]=1, predict the reactants needed to synthesize it. The reactants are: [Br:1][CH2:2][C:3](=O)[C:4]([O:6][CH2:7][CH3:8])=[O:5].[NH2:10][C:11]([NH2:13])=[S:12]. (4) Given the product [S:1](=[O:23])(=[O:24])([O:3][C:4]1[CH:21]=[CH:20][C:19]2[C@@H:18]3[C@H:9]([C@H:10]4[C@@:14]([CH2:16][CH2:17]3)([CH3:15])[C:13](=[O:22])[CH2:12][CH2:11]4)[CH2:8][CH2:7][C:6]=2[CH:5]=1)[NH2:2], predict the reactants needed to synthesize it. The reactants are: [S:1](=[O:24])(=[O:23])([O:3][C:4]1[CH:21]=[CH:20][C:19]2[C@@H:18]3[C@H:9]([C@H:10]4[C@@:14]([CH2:16][CH2:17]3)([CH3:15])[C@@H:13]([OH:22])[CH2:12][CH2:11]4)[CH2:8][CH2:7][C:6]=2[CH:5]=1)[NH2:2].S(Cl)(=O)(=O)N. (5) Given the product [CH3:29][C:2]([CH3:28])([CH3:1])[C:3]#[C:4][C:5]1[S:9][C:8]([C:38]([OH:41])=[O:40])=[C:7]([N:10]([C:11]([C@@H:13]2[C@@H:18]([CH3:19])[CH2:17][C:16]([CH3:20])=[CH:15][CH2:14]2)=[O:12])[CH:21]2[CH2:26][CH2:25][CH:24]([OH:27])[CH2:23][CH2:22]2)[CH:6]=1, predict the reactants needed to synthesize it. The reactants are: [CH3:1][C:2]([CH3:29])([CH3:28])[C:3]#[C:4][C:5]1[S:9][CH:8]=[C:7]([N:10]([C@H:21]2[CH2:26][CH2:25][C@H:24]([OH:27])[CH2:23][CH2:22]2)[C:11]([C@@H:13]2[C@@H:18]([CH3:19])[CH2:17][C:16]([CH3:20])=[CH:15][CH2:14]2)=[O:12])[CH:6]=1.C(NC(C)C)(C)C.[Li].[C:38]([O:41]CC)(=[O:40])C.ClCCl. (6) Given the product [Cl:3][CH2:6][CH:7]1[O:11][C:10](=[O:12])[NH:9][C:8]1([CH3:14])[CH3:13], predict the reactants needed to synthesize it. The reactants are: S(Cl)([Cl:3])=O.O[CH2:6][CH:7]1[O:11][C:10](=[O:12])[NH:9][C:8]1([CH3:14])[CH3:13]. (7) The reactants are: [CH:1](=[N:3][OH:4])[CH3:2].ClN1C(=O)CCC1=O.[C:13]([C:16]1[CH:21]=[CH:20][C:19]([CH2:22][C:23]([NH:25][C@@H:26]([C:28]2[CH:33]=[CH:32][C:31]([O:34][CH2:35][C:36]([F:39])([F:38])[F:37])=[CH:30][N:29]=2)[CH3:27])=[O:24])=[CH:18][CH:17]=1)([CH3:15])=[CH2:14]. Given the product [CH3:2][C:1]1[CH2:15][C:13]([C:16]2[CH:17]=[CH:18][C:19]([CH2:22][C:23]([NH:25][C@@H:26]([C:28]3[CH:33]=[CH:32][C:31]([O:34][CH2:35][C:36]([F:39])([F:37])[F:38])=[CH:30][N:29]=3)[CH3:27])=[O:24])=[CH:20][CH:21]=2)([CH3:14])[O:4][N:3]=1, predict the reactants needed to synthesize it.